From a dataset of Reaction yield outcomes from USPTO patents with 853,638 reactions. Predict the reaction yield, written as a fraction of the theoretical maximum amount of product (1.0 means a 100% yield; for example, 0.34 means a 34% yield). The reactants are [F:1][C:2]1[CH:22]=[CH:21][C:5]([C:6]([CH:8]2[CH2:13][CH2:12][N:11]([C:14]([O:16][C:17]([CH3:20])([CH3:19])[CH3:18])=[O:15])[CH2:10][CH2:9]2)=[O:7])=[CH:4][CH:3]=1.[BH4-].[Na+]. The catalyst is CO. The product is [F:1][C:2]1[CH:3]=[CH:4][C:5]([CH:6]([OH:7])[CH:8]2[CH2:9][CH2:10][N:11]([C:14]([O:16][C:17]([CH3:19])([CH3:18])[CH3:20])=[O:15])[CH2:12][CH2:13]2)=[CH:21][CH:22]=1. The yield is 1.00.